This data is from Forward reaction prediction with 1.9M reactions from USPTO patents (1976-2016). The task is: Predict the product of the given reaction. Given the reactants N(C(C)C)C(C)C.C([Li])CCC.[F:13][C:14]1[CH:19]=[CH:18][C:17]([I:20])=[CH:16][CH:15]=1.[C:21](=[O:23])=[O:22].[OH-].[Na+], predict the reaction product. The product is: [F:13][C:14]1[CH:19]=[CH:18][C:17]([I:20])=[CH:16][C:15]=1[C:21]([OH:23])=[O:22].